Dataset: NCI-60 drug combinations with 297,098 pairs across 59 cell lines. Task: Regression. Given two drug SMILES strings and cell line genomic features, predict the synergy score measuring deviation from expected non-interaction effect. (1) Synergy scores: CSS=-1.73, Synergy_ZIP=1.10, Synergy_Bliss=2.96, Synergy_Loewe=-2.85, Synergy_HSA=-1.27. Cell line: EKVX. Drug 2: CC(C)NC(=O)C1=CC=C(C=C1)CNNC.Cl. Drug 1: C1=CC=C(C=C1)NC(=O)CCCCCCC(=O)NO. (2) Drug 1: CC=C1C(=O)NC(C(=O)OC2CC(=O)NC(C(=O)NC(CSSCCC=C2)C(=O)N1)C(C)C)C(C)C. Drug 2: C1=NNC2=C1C(=O)NC=N2. Cell line: SK-MEL-28. Synergy scores: CSS=48.8, Synergy_ZIP=2.43, Synergy_Bliss=0.131, Synergy_Loewe=-36.3, Synergy_HSA=0.133.